Dataset: Full USPTO retrosynthesis dataset with 1.9M reactions from patents (1976-2016). Task: Predict the reactants needed to synthesize the given product. (1) Given the product [CH3:8][S:9]([C:12]1[N:17]=[CH:16][C:15]([O:18][C@H:19]2[CH2:23][CH2:22][N:21]([CH:24]3[CH2:29][CH2:28][NH:27][CH2:26][CH2:25]3)[C:20]2=[O:37])=[CH:14][CH:13]=1)(=[O:10])=[O:11], predict the reactants needed to synthesize it. The reactants are: FC(F)(F)C(O)=O.[CH3:8][S:9]([C:12]1[N:17]=[CH:16][C:15]([O:18][C@H:19]2[CH2:23][CH2:22][N:21]([CH:24]3[CH2:29][CH2:28][N:27](C(OC(C)(C)C)=O)[CH2:26][CH2:25]3)[C:20]2=[O:37])=[CH:14][CH:13]=1)(=[O:11])=[O:10]. (2) Given the product [C@@H:6]1([N:19]2[C:23]3[CH:24]=[C:25]([Cl:29])[C:26]([Cl:28])=[CH:27][C:22]=3[N:21]=[C:20]2[Cl:30])[O:7][CH2:8][C@H:9]([OH:15])[C@@H:10]([OH:11])[C@H:5]1[OH:4], predict the reactants needed to synthesize it. The reactants are: C([O:4][C@@H:5]1[C@H:10]([O:11]C(=O)C)[C@@H:9]([O:15]C(=O)C)[CH2:8][O:7][C@H:6]1[N:19]1[C:23]2[CH:24]=[C:25]([Cl:29])[C:26]([Cl:28])=[CH:27][C:22]=2[N:21]=[C:20]1[Cl:30])(=O)C.C(=O)([O-])[O-].[Na+].[Na+].C(O)(=O)C. (3) Given the product [CH3:12][O:11][C:9](=[O:10])[CH2:8][N:22]1[CH:21]=[C:20]([C:16]2[CH:17]=[CH:18][CH:19]=[C:14]([Br:13])[N:15]=2)[CH:24]=[N:23]1, predict the reactants needed to synthesize it. The reactants are: C(=O)([O-])[O-].[K+].[K+].Br[CH2:8][C:9]([O:11][CH3:12])=[O:10].[Br:13][C:14]1[CH:19]=[CH:18][CH:17]=[C:16]([C:20]2[CH:21]=[N:22][NH:23][CH:24]=2)[N:15]=1.C(OCC)C. (4) Given the product [F:50][C:51]1[CH:56]=[CH:55][C:54]([CH2:57][NH:58][C:14]([C@@H:9]2[C@H:10]([OH:13])[CH2:11][CH2:12][N:8]2[C:6]([O:5][C:1]([CH3:2])([CH3:3])[CH3:4])=[O:7])=[O:16])=[CH:53][C:52]=1[C:59]1[CH:64]=[N:63][C:62]([C:65]([F:68])([F:66])[F:67])=[CH:61][N:60]=1, predict the reactants needed to synthesize it. The reactants are: [C:1]([O:5][C:6]([N:8]1[CH2:12][CH2:11][C@@H:10]([OH:13])[C@H:9]1[C:14]([OH:16])=O)=[O:7])([CH3:4])([CH3:3])[CH3:2].CCN(C(C)C)C(C)C.CN(C(ON1N=NC2C=CC=NC1=2)=[N+](C)C)C.F[P-](F)(F)(F)(F)F.[F:50][C:51]1[CH:56]=[CH:55][C:54]([CH2:57][NH2:58])=[CH:53][C:52]=1[C:59]1[CH:64]=[N:63][C:62]([C:65]([F:68])([F:67])[F:66])=[CH:61][N:60]=1. (5) Given the product [CH3:1][C:2]1([CH3:14])[C:6]([CH3:7])([CH3:8])[O:5][B:4]([C:9]2[CH:13]=[N:12][N:11]([CH:20]3[CH2:21][CH2:22][N:17]([C:23]([O:25][C:2]([CH3:14])([CH3:6])[CH3:1])=[O:24])[CH2:18][CH2:19]3)[CH:10]=2)[O:3]1, predict the reactants needed to synthesize it. The reactants are: [CH3:1][C:2]1([CH3:14])[C:6]([CH3:8])([CH3:7])[O:5][B:4]([C:9]2[CH:10]=[N:11][NH:12][CH:13]=2)[O:3]1.[H-].[Na+].[N:17]1([C:23]([O-:25])=[O:24])[CH2:22][CH2:21][CH2:20][CH2:19][CH2:18]1. (6) Given the product [CH3:1][N:2]1[CH2:3][CH2:4][N:5]([C:8]2[N:13]3[C:14]([CH2:38][N:32]4[CH2:37][CH2:36][O:35][CH2:34][CH2:33]4)=[C:15]([CH2:17][N:18]4[C@H:31]5[C@H:22]([CH2:23][CH2:24][C:25]6[C:30]5=[N:29][CH:28]=[CH:27][CH:26]=6)[CH2:21][CH2:20][CH2:19]4)[N:16]=[C:12]3[CH:11]=[CH:10][CH:9]=2)[CH2:6][CH2:7]1, predict the reactants needed to synthesize it. The reactants are: [CH3:1][N:2]1[CH2:7][CH2:6][N:5]([C:8]2[N:13]3[CH:14]=[C:15]([CH2:17][N:18]4[C@H:31]5[C@H:22]([CH2:23][CH2:24][C:25]6[C:30]5=[N:29][CH:28]=[CH:27][CH:26]=6)[CH2:21][CH2:20][CH2:19]4)[N:16]=[C:12]3[CH:11]=[CH:10][CH:9]=2)[CH2:4][CH2:3]1.[NH:32]1[CH2:37][CH2:36][O:35][CH2:34][CH2:33]1.[C:38](O)(=O)C.C=O.